Dataset: Forward reaction prediction with 1.9M reactions from USPTO patents (1976-2016). Task: Predict the product of the given reaction. (1) Given the reactants Cl[C:2]1[N:7]=[C:6]([C:8]2[N:9]([CH:14]([CH3:16])[CH3:15])[C:10]([CH3:13])=[N:11][CH:12]=2)[C:5]([F:17])=[CH:4][N:3]=1.CCN(C(C)C)C(C)C.[NH2:27][CH:28]1[CH2:33][CH2:32][N:31]([C:34]([O:36][CH2:37][C:38]2[CH:43]=[CH:42][CH:41]=[CH:40][CH:39]=2)=[O:35])[CH2:30][CH2:29]1.CC(N(C)C)=O, predict the reaction product. The product is: [F:17][C:5]1[C:6]([C:8]2[N:9]([CH:14]([CH3:16])[CH3:15])[C:10]([CH3:13])=[N:11][CH:12]=2)=[N:7][C:2]([NH:27][CH:28]2[CH2:29][CH2:30][N:31]([C:34]([O:36][CH2:37][C:38]3[CH:43]=[CH:42][CH:41]=[CH:40][CH:39]=3)=[O:35])[CH2:32][CH2:33]2)=[N:3][CH:4]=1. (2) Given the reactants [CH3:1][O:2][C:3]1[CH:26]=[CH:25][C:6]([C:7]([NH:9][C:10]2[C:11]([NH2:24])=[CH:12][C:13]([O:16][Si:17]([C:20]([CH3:23])([CH3:22])[CH3:21])([CH3:19])[CH3:18])=[CH:14][CH:15]=2)=[O:8])=[CH:5][CH:4]=1.N1C=CC=CC=1.[CH2:33]([C:36]1[CH:44]=[CH:43][C:39]([C:40](Cl)=[O:41])=[CH:38][CH:37]=1)[CH2:34][CH3:35], predict the reaction product. The product is: [CH3:1][O:2][C:3]1[CH:26]=[CH:25][C:6]([C:7]([NH:9][C:10]2[C:11]([NH:24][C:40](=[O:41])[C:39]3[CH:43]=[CH:44][C:36]([CH2:33][CH2:34][CH3:35])=[CH:37][CH:38]=3)=[CH:12][C:13]([O:16][Si:17]([C:20]([CH3:23])([CH3:21])[CH3:22])([CH3:19])[CH3:18])=[CH:14][CH:15]=2)=[O:8])=[CH:5][CH:4]=1. (3) Given the reactants [CH2:1]([O:8][C:9]1[C:14]2[CH:15]=[C:16]([C:18](=O)[CH2:19]Br)[O:17][C:13]=2[CH:12]=[C:11]([O:22][CH3:23])[CH:10]=1)[C:2]1[CH:7]=[CH:6][CH:5]=[CH:4][CH:3]=1.[F:24][C:25]([C:28]1[S:32][C:31]([NH2:33])=[N:30][N:29]=1)([F:27])[CH3:26].CC(O)C, predict the reaction product. The product is: [CH2:1]([O:8][C:9]1[C:14]2[CH:15]=[C:16]([C:18]3[N:33]=[C:31]4[N:30]([CH:19]=3)[N:29]=[C:28]([C:25]([F:27])([F:24])[CH3:26])[S:32]4)[O:17][C:13]=2[CH:12]=[C:11]([O:22][CH3:23])[CH:10]=1)[C:2]1[CH:7]=[CH:6][CH:5]=[CH:4][CH:3]=1. (4) The product is: [OH:39][CH:36]([CH2:37][OH:38])[CH2:35][NH:34][CH2:2][C:3]([N:5]1[CH2:11][CH2:10][C:9]2[CH:12]=[CH:13][C:14]([C:17]3[N:21]=[C:20]([C:22]4[CH:23]=[CH:24][C:25]([O:30][CH:31]([CH3:33])[CH3:32])=[C:26]([CH:29]=4)[C:27]#[N:28])[O:19][N:18]=3)=[C:15]([CH3:16])[C:8]=2[CH2:7][CH2:6]1)=[O:4]. Given the reactants Br[CH2:2][C:3]([N:5]1[CH2:11][CH2:10][C:9]2[CH:12]=[CH:13][C:14]([C:17]3[N:21]=[C:20]([C:22]4[CH:23]=[CH:24][C:25]([O:30][CH:31]([CH3:33])[CH3:32])=[C:26]([CH:29]=4)[C:27]#[N:28])[O:19][N:18]=3)=[C:15]([CH3:16])[C:8]=2[CH2:7][CH2:6]1)=[O:4].[NH2:34][CH2:35][CH:36]([OH:39])[CH2:37][OH:38].C(=O)([O-])[O-].[K+].[K+], predict the reaction product. (5) Given the reactants [C:1](O)(=O)[CH2:2][C:3]([OH:5])=[O:4].[F:8][C:9]1[CH:16]=[CH:15][C:12](C=O)=[CH:11][CH:10]=1, predict the reaction product. The product is: [F:8][C:9]1[CH:10]=[C:11]([CH:12]=[CH:15][CH:16]=1)[CH:1]=[CH:2][C:3]([OH:5])=[O:4]. (6) Given the reactants [CH:1]1[CH:6]=[C:5]([NH:7][C:8]2[N:13]=[CH:12][CH:11]=[CH:10][CH:9]=2)[N:4]=[CH:3][CH:2]=1.[OH-].[K+].I[CH2:17][CH2:18][CH2:19][CH2:20][CH2:21][CH2:22][CH2:23][CH2:24][CH2:25][CH2:26][CH2:27][CH2:28][CH2:29][CH2:30][CH2:31][CH2:32][CH2:33][CH3:34], predict the reaction product. The product is: [CH2:34]([N:7]([C:5]1[CH:6]=[CH:1][CH:2]=[CH:3][N:4]=1)[C:8]1[CH:9]=[CH:10][CH:11]=[CH:12][N:13]=1)[CH2:33][CH2:32][CH2:31][CH2:30][CH2:29][CH2:28][CH2:27][CH2:26][CH2:25][CH2:24][CH2:23][CH2:22][CH2:21][CH2:20][CH2:19][CH2:18][CH3:17]. (7) The product is: [NH2:10][CH2:6][C:5]1[CH:8]=[CH:9][C:2]([OH:1])=[CH:3][CH:4]=1. Given the reactants [OH:1][C:2]1[CH:9]=[CH:8][C:5]([CH:6]=O)=[CH:4][CH:3]=1.[NH3:10], predict the reaction product. (8) Given the reactants C([O:3][C:4]([C:6]1[O:10][C:9]([CH2:11][Cl:12])=[N:8][CH:7]=1)=[O:5])C.[OH-].[Na+].Cl, predict the reaction product. The product is: [Cl:12][CH2:11][C:9]1[O:10][C:6]([C:4]([OH:5])=[O:3])=[CH:7][N:8]=1. (9) The product is: [CH2:1]([C:3]1[C:11]([C:12]([OH:14])=[O:13])=[C:6]2[CH:7]=[CH:8][CH:9]=[CH:10][N:5]2[N:4]=1)[CH3:2]. Given the reactants [CH2:1]([C:3]1[C:11]([C:12]([O:14]CC)=[O:13])=[C:6]2[CH:7]=[CH:8][CH:9]=[CH:10][N:5]2[N:4]=1)[CH3:2].[OH-].[Na+].Cl, predict the reaction product. (10) Given the reactants [CH2:1]([O:3][C:4](=[O:25])[CH:5]=[C:6]([NH:13][C:14]1[CH:19]=[CH:18][C:17]([N:20]([CH2:23][CH3:24])[CH2:21][CH3:22])=[CH:16][CH:15]=1)[CH2:7][C:8]([O:10][CH2:11][CH3:12])=[O:9])[CH3:2].[C:26]1(=O)[CH:31]=[CH:30][C:29](=[O:32])[CH:28]=[CH:27]1, predict the reaction product. The product is: [CH2:1]([O:3][C:4]([C:5]1[C:31]2[C:26](=[CH:27][CH:28]=[C:29]([OH:32])[CH:30]=2)[N:13]([C:14]2[CH:19]=[CH:18][C:17]([N:20]([CH2:21][CH3:22])[CH2:23][CH3:24])=[CH:16][CH:15]=2)[C:6]=1[CH2:7][C:8]([O:10][CH2:11][CH3:12])=[O:9])=[O:25])[CH3:2].